From a dataset of Full USPTO retrosynthesis dataset with 1.9M reactions from patents (1976-2016). Predict the reactants needed to synthesize the given product. Given the product [F:8][C:9]1[CH:10]=[C:11]2[C:15](=[CH:16][CH:17]=1)[N:14]([CH2:2][C:3]([O:5][CH2:6][CH3:7])=[O:4])[C:13]([CH3:18])=[CH:12]2, predict the reactants needed to synthesize it. The reactants are: Br[CH2:2][C:3]([O:5][CH2:6][CH3:7])=[O:4].[F:8][C:9]1[CH:10]=[C:11]2[C:15](=[CH:16][CH:17]=1)[NH:14][C:13]([CH3:18])=[CH:12]2.